From a dataset of Experimentally validated miRNA-target interactions with 360,000+ pairs, plus equal number of negative samples. Binary Classification. Given a miRNA mature sequence and a target amino acid sequence, predict their likelihood of interaction. (1) The miRNA is hsa-miR-302a-3p with sequence UAAGUGCUUCCAUGUUUUGGUGA. The protein sequence of the target gene is MEPRCPPPCGCCERLVLNVAGLRFETRARTLGRFPDTLLGDPARRGRFYDDARREYFFDRHRPSFDAVLYYYQSGGRLRRPAHVPLDVFLEEVAFYGLGAAALARLREDEGCPVPPERPLPRRAFARQLWLLFEFPESSQAARVLAVVSVLVILVSIVVFCLETLPDFRDDRDGTGLAAAAAAGPFPAPLNGSSQMPGNPPRLPFNDPFFVVETLCICWFSFELLVRLLVCPSKAIFFKNVMNLIDFVAILPYFVALGTELARQRGVGQQAMSLAILRVIRLVRVFRIFKLSRHSKGLQI.... Result: 1 (interaction). (2) The miRNA is hsa-miR-4753-5p with sequence CAAGGCCAAAGGAAGAGAACAG. The protein sequence of the target gene is MSAQCCAGQLACCCGSAGCSLCCDCCPRIRQSLSTRFMYALYFILVVVLCCIMMSTTVAHKMKEHIPFFEDMCKGIKAGDTCEKLVGYSAVYRVCFGMACFFFIFCLLTLKINNSKSCRAHIHNGFWFFKLLLLGAMCSGAFFIPDQDTFLNAWRYVGAVGGFLFIGIQLLLLVEFAHKWNKNWTAGTASNKLWYASLALVTLIMYSIATGGLVLMAVFYTQKDSCMENKILLGVNGGLCLLISLVAISPWVQNRQPHSGLLQSGVISCYVTYLTFSALSSKPAEVVLDEHGKNVTICVP.... Result: 1 (interaction). (3) The miRNA is rno-miR-208b-3p with sequence AUAAGACGAACAAAAGGU. The protein sequence of the target gene is MSATRAKKVKMATKSCPECDQQIPVACKSCPCGYIFISRKLLNAKHSEKSPPSTENKHEAKRRRTERVRREKINSTVNKDLENRKRSRSNSHSDHIRRGRGRPKSSSAKKHEEEREKQEKEIDIYANLSDEKAFVFSVALAEINRKIINQRLIL. Result: 0 (no interaction). (4) The miRNA is hsa-miR-342-5p with sequence AGGGGUGCUAUCUGUGAUUGA. The protein sequence of the target gene is MEACVSSLLVLALGALSVGSSFGTQIIGGREVIPHSRPYMASLQRNGSHLCGGVLVHPKWVLTAAHCLAQRMAQLRLVLGLHTLDSPGLTFHIKAAIQHPRYKPVPALENDLALLQLDGKVKPSRTIRPLALPSKRQVVAAGTRCSMAGWGLTHQGGRLSRVLRELDLQVLDTRMCNNSRFWNGSLSPSMVCLAADSKDQAPCKGDSGGPLVCGKGRVLARVLSFSSRVCTDIFKPPVATAVAPYVSWIRKVTGRSA. Result: 0 (no interaction). (5) The protein sequence of the target gene is MAGHLASDFAFSPPPGGGDGSAGLEPGWVDPRTWLSFQGPPGGPGIGPGSEVLGISPCPPAYEFCGGMAYCGPQVGLGLVPQVGVETLQPEGQAGARVESNSEGTSSEPCADRPNAVKLEKVEPTPEESQDMKALQKELEQFAKLLKQKRITLGYTQADVGLTLGVLFGKVFSQTTICRFEALQLSLKNMCKLRPLLEKWVEEADNNENLQEICKSETLVQARKRKRTSIENRVRWSLETMFLKCPKPSLQQITHIANQLGLEKDVVRVWFCNRRQKGKRSSIEYSQREEYEATGTPFPG.... Result: 0 (no interaction). The miRNA is hsa-miR-1205 with sequence UCUGCAGGGUUUGCUUUGAG.